This data is from Forward reaction prediction with 1.9M reactions from USPTO patents (1976-2016). The task is: Predict the product of the given reaction. (1) Given the reactants [CH2:1]([O:8][C:9](=[O:33])[C@@H:10]([NH:20][C:21](=[O:32])[C@@H:22]([NH:24]C(OC(C)(C)C)=O)[CH3:23])[CH2:11][C:12]1[CH:17]=[CH:16][C:15]([O:18][CH3:19])=[CH:14][CH:13]=1)[C:2]1[CH:7]=[CH:6][CH:5]=[CH:4][CH:3]=1.FC(F)(F)C(O)=O.C(N(CC)C(C)C)(C)C.[CH2:50]1[C:58]2[C:53](=[CH:54][CH:55]=[CH:56][CH:57]=2)[CH2:52][CH:51]1[C:59]([OH:61])=O.CN(C(ON1N=NC2C=CC=NC1=2)=[N+](C)C)C.F[P-](F)(F)(F)(F)F, predict the reaction product. The product is: [CH2:1]([O:8][C:9](=[O:33])[C@@H:10]([NH:20][C:21](=[O:32])[C@@H:22]([NH:24][C:59]([CH:51]1[CH2:50][C:58]2[C:53](=[CH:54][CH:55]=[CH:56][CH:57]=2)[CH2:52]1)=[O:61])[CH3:23])[CH2:11][C:12]1[CH:13]=[CH:14][C:15]([O:18][CH3:19])=[CH:16][CH:17]=1)[C:2]1[CH:3]=[CH:4][CH:5]=[CH:6][CH:7]=1. (2) Given the reactants [C:1]([CH2:4][CH2:5][CH2:6][N:7]([CH3:58])[C@H:8]([C:12]([NH:14][C@H:15]([C:19]([N:21]([C@@H:23]([C@@H:54]([CH3:57])[CH2:55][CH3:56])[C@H:24]([O:52][CH3:53])[CH2:25][C:26]([N:28]1[CH2:32][CH2:31][CH2:30][C@H:29]1[C@H:33]([O:50][CH3:51])[C@@H:34]([CH3:49])[C:35]([NH:37][C@@H:38]([CH2:42][C:43]1[CH:48]=[CH:47][CH:46]=[CH:45][CH:44]=1)[C:39]([NH2:41])=[O:40])=[O:36])=[O:27])[CH3:22])=[O:20])[CH:16]([CH3:18])[CH3:17])=[O:13])[CH:9]([CH3:11])[CH3:10])([OH:3])=O.[O:59]=[C:60]1[CH:64]=[CH:63][C:62](=[O:65])[N:61]1[CH2:66][CH2:67][CH2:68][CH2:69][CH2:70][C:71]([NH:73][NH2:74])=[O:72], predict the reaction product. The product is: [O:65]=[C:62]1[CH:63]=[CH:64][C:60](=[O:59])[N:61]1[CH2:66][CH2:67][CH2:68][CH2:69][CH2:70][C:71]([NH:73][NH:74][C:1](=[O:3])[CH2:4][CH2:5][CH2:6][N:7]([CH3:58])[C@H:8]([C:12]([NH:14][C@H:15]([C:19]([N:21]([C@@H:23]([C@@H:54]([CH3:57])[CH2:55][CH3:56])[C@H:24]([O:52][CH3:53])[CH2:25][C:26]([N:28]1[CH2:32][CH2:31][CH2:30][C@H:29]1[C@H:33]([O:50][CH3:51])[C@@H:34]([CH3:49])[C:35]([NH:37][C@@H:38]([CH2:42][C:43]1[CH:44]=[CH:45][CH:46]=[CH:47][CH:48]=1)[C:39]([NH2:41])=[O:40])=[O:36])=[O:27])[CH3:22])=[O:20])[CH:16]([CH3:18])[CH3:17])=[O:13])[CH:9]([CH3:10])[CH3:11])=[O:72].